Dataset: Forward reaction prediction with 1.9M reactions from USPTO patents (1976-2016). Task: Predict the product of the given reaction. (1) The product is: [C:1]([O:5][C:6](=[O:12])[NH:7][CH:8]1[CH2:11][N:10]([C:22](=[O:23])[NH:21][C:18]2[CH:19]=[CH:20][C:15]([C:14]([F:13])([F:25])[F:24])=[CH:16][CH:17]=2)[CH2:9]1)([CH3:4])([CH3:2])[CH3:3]. Given the reactants [C:1]([O:5][C:6](=[O:12])[NH:7][CH:8]1[CH2:11][NH:10][CH2:9]1)([CH3:4])([CH3:3])[CH3:2].[F:13][C:14]([F:25])([F:24])[C:15]1[CH:20]=[CH:19][C:18]([N:21]=[C:22]=[O:23])=[CH:17][CH:16]=1, predict the reaction product. (2) Given the reactants O=[C:2]1[N:10]2[C:6]([NH:7][C:8]3[CH:14]=[CH:13][CH:12]=[CH:11][C:9]=32)=[C:5]([C:15]#[N:16])[CH:4]=[C:3]1[C:17]1[CH:22]=[CH:21][CH:20]=[CH:19][CH:18]=1.P(Cl)(Cl)([Cl:25])=O, predict the reaction product. The product is: [Cl:25][C:2]1[N:10]2[C:6](=[N:7][C:8]3[CH:14]=[CH:13][CH:12]=[CH:11][C:9]=32)[C:5]([C:15]#[N:16])=[CH:4][C:3]=1[C:17]1[CH:22]=[CH:21][CH:20]=[CH:19][CH:18]=1.